This data is from TCR-epitope binding with 47,182 pairs between 192 epitopes and 23,139 TCRs. The task is: Binary Classification. Given a T-cell receptor sequence (or CDR3 region) and an epitope sequence, predict whether binding occurs between them. The epitope is YLDAYNMMI. The TCR CDR3 sequence is CASSLGGVTGGELFF. Result: 1 (the TCR binds to the epitope).